This data is from Reaction yield outcomes from USPTO patents with 853,638 reactions. The task is: Predict the reaction yield, written as a fraction of the theoretical maximum amount of product (1.0 means a 100% yield; for example, 0.34 means a 34% yield). (1) The reactants are Br[C:2]1[CH:3]=[C:4]([O:10][CH2:11][C:12]([F:15])([F:14])[F:13])[C:5](=[O:9])[N:6]([CH3:8])[CH:7]=1.[F:16][C:17]1[CH:44]=[C:43]([F:45])[CH:42]=[CH:41][C:18]=1[O:19][C:20]1[CH:25]=[CH:24][C:23]([NH:26][S:27]([CH2:30][CH3:31])(=[O:29])=[O:28])=[CH:22][C:21]=1B1OC(C)(C)C(C)(C)O1.[O-]P([O-])([O-])=O.[K+].[K+].[K+]. The catalyst is O1CCOCC1.O.C1C=CC(P(C2C=CC=CC=2)[C-]2C=CC=C2)=CC=1.C1C=CC(P(C2C=CC=CC=2)[C-]2C=CC=C2)=CC=1.Cl[Pd]Cl.[Fe+2]. The product is [F:16][C:17]1[CH:44]=[C:43]([F:45])[CH:42]=[CH:41][C:18]=1[O:19][C:20]1[CH:21]=[CH:22][C:23]([NH:26][S:27]([CH2:30][CH3:31])(=[O:28])=[O:29])=[CH:24][C:25]=1[C:2]1[CH:3]=[C:4]([O:10][CH2:11][C:12]([F:15])([F:14])[F:13])[C:5](=[O:9])[N:6]([CH3:8])[CH:7]=1. The yield is 0.110. (2) The reactants are [F:1][C:2]1[CH:3]=[CH:4][C:5]([O:11][CH3:12])=[C:6]([CH:10]=1)C(O)=O.C1C=CC(P([N:27]=[N+]=[N-])(C2C=CC=CC=2)=O)=CC=1.[NH2:30][C:31]1[CH:32]=[C:33]2[C:38](=[CH:39][CH:40]=1)[CH2:37][N:36]([C:41]([O:43][C:44]([CH3:47])([CH3:46])[CH3:45])=[O:42])[CH2:35][CH2:34]2.[O:48]1[CH2:52]CCC1. The catalyst is C(N(CC)CC)C. The product is [C:44]([O:43][C:41]([N:36]1[CH2:35][CH2:34][C:33]2[C:38](=[CH:39][CH:40]=[C:31]([NH:30][C:52]([NH:27][C:6]3[CH:10]=[C:2]([F:1])[CH:3]=[CH:4][C:5]=3[O:11][CH3:12])=[O:48])[CH:32]=2)[CH2:37]1)=[O:42])([CH3:47])([CH3:46])[CH3:45]. The yield is 0.900. (3) The reactants are [Cl:1][C:2]1[C:6]2[CH:7]=[CH:8][CH:9]=[CH:10][C:5]=2[O:4][C:3]=1[CH2:11][NH:12][CH3:13].[O:14]=[C:15]1[CH2:20][O:19][C:18]2[CH:21]=[C:22](/[CH:25]=[CH:26]/[C:27]([OH:29])=O)[CH:23]=[N:24][C:17]=2[NH:16]1.ON1C2C=CC=CC=2N=N1.C(N(C(C)C)CC)(C)C.CN(C)CCCN=C=NCC. The catalyst is CN(C=O)C.O. The product is [Cl:1][C:2]1[C:6]2[CH:7]=[CH:8][CH:9]=[CH:10][C:5]=2[O:4][C:3]=1[CH2:11][N:12]([CH3:13])[C:27](=[O:29])/[CH:26]=[CH:25]/[C:22]1[CH:23]=[N:24][C:17]2[NH:16][C:15](=[O:14])[CH2:20][O:19][C:18]=2[CH:21]=1. The yield is 0.300. (4) The reactants are [CH3:1][C:2]1[CH:3]=[CH:4][C:5]([CH2:8][O:9][C:10]2[CH:11]=[CH:12][C:13]([N+:34]([O-])=O)=[C:14]([CH:33]=2)[NH:15][CH2:16][C:17]2[CH:22]=[CH:21][C:20]([C:23]3[CH:28]=[CH:27][C:26]([C:29]([F:32])([F:31])[F:30])=[CH:25][CH:24]=3)=[CH:19][CH:18]=2)=[N:6][CH:7]=1. The catalyst is [Pt].C1COCC1. The product is [CH3:1][C:2]1[CH:3]=[CH:4][C:5]([CH2:8][O:9][C:10]2[CH:33]=[C:14]([NH:15][CH2:16][C:17]3[CH:22]=[CH:21][C:20]([C:23]4[CH:28]=[CH:27][C:26]([C:29]([F:32])([F:30])[F:31])=[CH:25][CH:24]=4)=[CH:19][CH:18]=3)[C:13]([NH2:34])=[CH:12][CH:11]=2)=[N:6][CH:7]=1. The yield is 0.970. (5) The reactants are [OH:1][O:2][C:3]1[CH:8]=[CH:7][C:6]([N:9]2[C:13](=[O:14])[CH2:12][CH:11]([C:15]([OH:17])=[O:16])[CH2:10]2)=[CH:5][CH:4]=1.[CH3:18]O. The catalyst is S(=O)(=O)(O)O.COC(OC)(C)C. The product is [CH3:18][O:16][C:15]([CH:11]1[CH2:12][C:13](=[O:14])[N:9]([C:6]2[CH:5]=[CH:4][C:3]([O:2][OH:1])=[CH:8][CH:7]=2)[CH2:10]1)=[O:17]. The yield is 0.840. (6) The reactants are Br[CH2:2][CH2:3][N:4]1[C:8]([CH2:9]Br)=[CH:7][C:6]([N+:11]([O-:13])=[O:12])=[N:5]1.[CH3:14][NH2:15]. The catalyst is C1COCC1. The product is [CH3:14][N:15]1[CH2:2][CH2:3][N:4]2[N:5]=[C:6]([N+:11]([O-:13])=[O:12])[CH:7]=[C:8]2[CH2:9]1. The yield is 0.970. (7) The reactants are [CH:1]1([CH2:4][O:5][C:6]2[CH:7]=[C:8]([CH:16]([N:21]3[C:29](=[O:30])[C:28]4[C:23](=[CH:24][CH:25]=[CH:26][CH:27]=4)[C:22]3=[O:31])[CH2:17][C:18](O)=[O:19])[CH:9]=[CH:10][C:11]=2[O:12][CH:13]([F:15])[F:14])[CH2:3][CH2:2]1.C(N1C=CN=C1)(N1C=CN=C1)=O.Cl.[NH2:45][OH:46].O. The catalyst is O1CCCC1. The product is [CH:1]1([CH2:4][O:5][C:6]2[CH:7]=[C:8]([CH:16]([N:21]3[C:29](=[O:30])[C:28]4[C:23](=[CH:24][CH:25]=[CH:26][CH:27]=4)[C:22]3=[O:31])[CH2:17][C:18]([NH:45][OH:46])=[O:19])[CH:9]=[CH:10][C:11]=2[O:12][CH:13]([F:15])[F:14])[CH2:3][CH2:2]1. The yield is 0.610.